From a dataset of Forward reaction prediction with 1.9M reactions from USPTO patents (1976-2016). Predict the product of the given reaction. (1) Given the reactants [Cl:1][C:2]1[CH:7]=[CH:6][C:5]([C@@H:8]2[CH2:13][CH2:12][N:11]([C:14]([O:16][C:17]([CH3:20])([CH3:19])[CH3:18])=[O:15])[CH2:10][C@H:9]2[C:21](OC)=[O:22])=[CH:4][CH:3]=1.CO.[BH4-].[Li+].[Cl-].[NH4+], predict the reaction product. The product is: [Cl:1][C:2]1[CH:3]=[CH:4][C:5]([C@@H:8]2[CH2:13][CH2:12][N:11]([C:14]([O:16][C:17]([CH3:18])([CH3:19])[CH3:20])=[O:15])[CH2:10][C@H:9]2[CH2:21][OH:22])=[CH:6][CH:7]=1. (2) The product is: [N:6]1[CH:5]=[CH:4][C:3]([CH:1]=[CH:29][C:24]2[CH:23]=[CH:28][C:27]([C@H:34]3[N:33]4[C@@H:36]([CH2:38][CH2:39][CH2:32][CH2:31]4)[CH2:37][CH2:35]3)=[CH:26][CH:25]=2)=[CH:8][CH:7]=1. Given the reactants [CH:1]([C:3]1[CH:8]=[CH:7][N:6]=[CH:5][CH:4]=1)=C.[C:24]1([CH3:29])[CH:25]=[CH:26][CH:27]=[CH:28][C:23]=1P([C:23]1[CH:28]=[CH:27][CH:26]=[CH:25][C:24]=1[CH3:29])[C:23]1[CH:28]=[CH:27][CH:26]=[CH:25][C:24]=1[CH3:29].[CH2:31]([N:33]([CH2:36][CH3:37])[CH2:34][CH3:35])[CH3:32].[C:38](#N)[CH3:39], predict the reaction product. (3) Given the reactants [F:1][C:2]([F:16])([F:15])[C:3]([CH3:14])([CH3:13])[C@@H:4]([NH:6]S(C(C)(C)C)=O)[CH3:5].[ClH:17], predict the reaction product. The product is: [ClH:17].[F:1][C:2]([F:16])([F:15])[C:3]([CH3:14])([CH3:13])[C@@H:4]([NH2:6])[CH3:5].